From a dataset of Forward reaction prediction with 1.9M reactions from USPTO patents (1976-2016). Predict the product of the given reaction. (1) Given the reactants C([O-])=O.[NH4+].[CH2:5]([O:12][C:13]1[C:18]([O:19][CH3:20])=[CH:17][C:16]([C:21](=[O:23])[CH3:22])=[C:15]([N+:24]([O-])=O)[CH:14]=1)[C:6]1[CH:11]=[CH:10][CH:9]=[CH:8][CH:7]=1.C1(C)C=CC=CC=1, predict the reaction product. The product is: [NH2:24][C:15]1[CH:14]=[C:13]([O:12][CH2:5][C:6]2[CH:11]=[CH:10][CH:9]=[CH:8][CH:7]=2)[C:18]([O:19][CH3:20])=[CH:17][C:16]=1[C:21](=[O:23])[CH3:22]. (2) Given the reactants [F:1][C:2]1[CH:7]=[CH:6][C:5]([CH2:8][CH2:9][N:10]([CH2:12][C:13](O)=[O:14])[CH3:11])=[C:4]([N+:16]([O-])=O)[CH:3]=1.[H][H].C1(N=C=NC2CCCCC2)CCCCC1, predict the reaction product. The product is: [F:1][C:2]1[CH:7]=[CH:6][C:5]2[CH2:8][CH2:9][N:10]([CH3:11])[CH2:12][C:13](=[O:14])[NH:16][C:4]=2[CH:3]=1. (3) Given the reactants [N:1]1[N:2]([C:6]2[CH:7]=[C:8]([CH:10]=[CH:11][CH:12]=2)[NH2:9])[N:3]=[CH:4][CH:5]=1.[NH2:13][C@@H:14]([CH2:38][CH:39]([F:41])[F:40])[CH2:15][NH:16][C:17]1[N:22]=[C:21](NC2C=CC=C3C=2C=CN3CC)[C:20]([C:35]([NH2:37])=[O:36])=[CH:19][N:18]=1, predict the reaction product. The product is: [N:1]1[N:2]([C:6]2[CH:7]=[C:8]([NH:9][C:21]3[C:20]([C:35]([NH2:37])=[O:36])=[CH:19][N:18]=[C:17]([NH:16][CH2:15][C@@H:14]([NH2:13])[CH2:38][CH:39]([F:40])[F:41])[N:22]=3)[CH:10]=[CH:11][CH:12]=2)[N:3]=[CH:4][CH:5]=1. (4) Given the reactants [S:1]1[CH:5]=[C:4]([C:6]([O:8]CC)=O)[C:3]([C:11]([O:13]CC)=O)=[CH:2]1.[O-][CH2:17]C.[Na+].C(OCC)(=O)C.S(=O)(=O)(O)O, predict the reaction product. The product is: [CH:5]1[S:1][CH:2]=[C:3]2[C:11](=[O:13])[CH2:17][C:6](=[O:8])[C:4]=12. (5) Given the reactants [C:1]([O:5][C:6]([N:8]1[CH2:12][C@@H:11]([CH2:13][O:14][CH3:15])[CH2:10][C@H:9]1[C:16]([OH:18])=[O:17])=[O:7])([CH3:4])([CH3:3])[CH3:2].Br[CH2:20][C:21]([C:23]1[CH:28]=[CH:27][C:26]([Br:29])=[CH:25][CH:24]=1)=[O:22].C(N(CC)CC)C.O, predict the reaction product. The product is: [CH3:15][O:14][CH2:13][C@@H:11]1[CH2:12][N:8]([C:6]([O:5][C:1]([CH3:4])([CH3:2])[CH3:3])=[O:7])[C@H:9]([C:16]([O:18][CH2:20][C:21]([C:23]2[CH:28]=[CH:27][C:26]([Br:29])=[CH:25][CH:24]=2)=[O:22])=[O:17])[CH2:10]1. (6) Given the reactants C([O-])(=O)CCCCCCCCCCCCC.[O:17]([CH2:29][CH3:30])[C:18]([CH2:20][CH2:21][CH2:22][CH2:23][CH2:24][CH2:25][CH2:26][CH2:27][CH3:28])=[O:19].CCCCCCCC/C=C\CCCCCCCC(OCC(O)[C@H]1OC[C@H](O)[C@H]1O)=O.C(O)(=O)CCCCCCC.C([O-])(=O)CCCCCCC.[Na+].[CH3:82][CH2:83][N:84]([CH2:87][C:88]([NH:90][C:91]1[C:92]([CH3:98])=[CH:93][CH:94]=[CH:95][C:96]=1[CH3:97])=[O:89])[CH2:85][CH3:86], predict the reaction product. The product is: [CH3:86][CH2:85][N:84]([CH2:87][C:88]([NH:90][C:91]1[C:96]([CH3:97])=[CH:95][CH:94]=[CH:93][C:92]=1[CH3:98])=[O:89])[CH2:83][CH3:82].[O:17]([CH2:29][CH3:30])[C:18]([CH2:20][CH2:21][CH2:22][CH2:23][CH2:24][CH2:25][CH2:26][CH2:27][CH3:28])=[O:19].